Dataset: Peptide-MHC class I binding affinity with 185,985 pairs from IEDB/IMGT. Task: Regression. Given a peptide amino acid sequence and an MHC pseudo amino acid sequence, predict their binding affinity value. This is MHC class I binding data. The peptide sequence is SSWAIHWFS. The MHC is HLA-A68:02 with pseudo-sequence HLA-A68:02. The binding affinity (normalized) is 0.513.